This data is from Forward reaction prediction with 1.9M reactions from USPTO patents (1976-2016). The task is: Predict the product of the given reaction. Given the reactants [F:1][C:2]1[C:3]([CH2:24][N:25](C)[C:26](=O)OC(C)(C)C)=[CH:4][N:5]([S:14]([C:17]2[CH:18]=[N:19][CH:20]=[C:21]([F:23])[CH:22]=2)(=[O:16])=[O:15])[C:6]=1[C:7]1[C:8]([F:13])=[N:9][CH:10]=[CH:11][CH:12]=1.C(OCC)(=O)C.[ClH:40], predict the reaction product. The product is: [ClH:40].[F:1][C:2]1[C:3]([CH2:24][NH:25][CH3:26])=[CH:4][N:5]([S:14]([C:17]2[CH:18]=[N:19][CH:20]=[C:21]([F:23])[CH:22]=2)(=[O:15])=[O:16])[C:6]=1[C:7]1[C:8]([F:13])=[N:9][CH:10]=[CH:11][CH:12]=1.